From a dataset of Catalyst prediction with 721,799 reactions and 888 catalyst types from USPTO. Predict which catalyst facilitates the given reaction. (1) Reactant: [N+:1]([C:4]1[C:9]([F:10])=[CH:8][C:7]([OH:11])=[CH:6][C:5]=1[F:12])([O-:3])=[O:2].[C:13](=O)([O-])[O-].[K+].[K+].IC.CN(C)C=O. Product: [N+:1]([C:4]1[C:5]([F:12])=[CH:6][C:7]([O:11][CH3:13])=[CH:8][C:9]=1[F:10])([O-:3])=[O:2]. The catalyst class is: 69. (2) Reactant: [NH:1]1[CH:5]=[C:4]([CH:6]=[O:7])[CH:3]=[N:2]1.[H-].[Na+].[F:10][C:11]([F:25])([F:24])[CH2:12]OS(C1C=CC(C)=CC=1)(=O)=O. Product: [F:10][C:11]([F:25])([F:24])[CH2:12][N:1]1[CH:5]=[C:4]([CH:6]=[O:7])[CH:3]=[N:2]1. The catalyst class is: 3. (3) Reactant: [CH3:1][O:2][C:3]1[CH:8]=[C:7]([N+:9]([O-])=O)[CH:6]=[CH:5][C:4]=1[C:12]1[O:16][CH:15]=[N:14][CH:13]=1.C(Cl)(Cl)Cl. Product: [CH3:1][O:2][C:3]1[CH:8]=[C:7]([CH:6]=[CH:5][C:4]=1[C:12]1[O:16][CH:15]=[N:14][CH:13]=1)[NH2:9]. The catalyst class is: 50.